From a dataset of Reaction yield outcomes from USPTO patents with 853,638 reactions. Predict the reaction yield, written as a fraction of the theoretical maximum amount of product (1.0 means a 100% yield; for example, 0.34 means a 34% yield). (1) The reactants are [C:1]([O:5][C:6](=[O:33])[N:7]([CH2:24][C:25]1[CH:30]=[CH:29][C:28]([O:31][CH3:32])=[CH:27][CH:26]=1)[C:8]1[CH:13]=[C:12]([CH2:14][C@H:15]2[C:18](=[O:19])[NH:17][C@@H:16]2[CH:20]=[N:21][O:22][CH3:23])[CH:11]=[CH:10][N:9]=1)([CH3:4])([CH3:3])[CH3:2].C(N(CC)CC)C.[N:41]([C@@H:44]([C:46]1[CH:51]=[CH:50][CH:49]=[CH:48][CH:47]=1)[CH3:45])=[C:42]=[O:43]. The catalyst is C(Cl)Cl. The product is [C:1]([O:5][C:6](=[O:33])[N:7]([CH2:24][C:25]1[CH:26]=[CH:27][C:28]([O:31][CH3:32])=[CH:29][CH:30]=1)[C:8]1[CH:13]=[C:12]([CH2:14][C@H:15]2[C:18](=[O:19])[N:17]([C:42](=[O:43])[NH:41][C@@H:44]([C:46]3[CH:51]=[CH:50][CH:49]=[CH:48][CH:47]=3)[CH3:45])[C@@H:16]2[CH:20]=[N:21][O:22][CH3:23])[CH:11]=[CH:10][N:9]=1)([CH3:3])([CH3:4])[CH3:2]. The yield is 0.830. (2) The yield is 0.950. The reactants are [C:1]([CH2:3][C:4]([O:6][CH2:7][CH3:8])=[O:5])#[N:2].Br.Br[CH:11]1[CH2:20][CH2:19][C:18]2[CH:17]=[N:16][CH:15]=[CH:14][C:13]=2[C:12]1=[O:21].CCN(C(C)C)C(C)C. The catalyst is CN(C=O)C. The product is [CH2:7]([O:6][C:4](=[O:5])[CH:3]([C:1]#[N:2])[CH:11]1[CH2:20][CH2:19][C:18]2[CH:17]=[N:16][CH:15]=[CH:14][C:13]=2[C:12]1=[O:21])[CH3:8]. (3) The reactants are [CH3:1][C:2]1[C:3]([NH:8][C:9]2[S:10][CH:11]=[C:12]([C:14]3[CH:19]=[CH:18][CH:17]=[CH:16][N:15]=3)[N:13]=2)=[N:4][CH:5]=[CH:6][CH:7]=1.[Cl:20]N1C(=O)CCC1=O. The catalyst is ClCCl. The product is [Cl:20][C:11]1[S:10][C:9]([NH:8][C:3]2[C:2]([CH3:1])=[CH:7][CH:6]=[CH:5][N:4]=2)=[N:13][C:12]=1[C:14]1[CH:19]=[CH:18][CH:17]=[CH:16][N:15]=1. The yield is 0.930.